This data is from Forward reaction prediction with 1.9M reactions from USPTO patents (1976-2016). The task is: Predict the product of the given reaction. (1) Given the reactants [CH3:1][C:2]1[CH:7]=[C:6]([C:8]([O:10]C)=[O:9])[CH:5]=[CH:4][C:3]=1[C:12]1[C:13]([C:18]([O:20]CC)=[O:19])=[CH:14][CH:15]=[CH:16][CH:17]=1.[OH-].[Na+], predict the reaction product. The product is: [CH3:1][C:2]1[CH:7]=[C:6]([C:8]([OH:10])=[O:9])[CH:5]=[CH:4][C:3]=1[C:12]1[C:13]([C:18]([OH:20])=[O:19])=[CH:14][CH:15]=[CH:16][CH:17]=1. (2) Given the reactants [F:1][C:2]1[C:3]([CH3:21])=[C:4]([C:14]([OH:20])=[C:15]([N+:17]([O-:19])=[O:18])[CH:16]=1)[C:5]([O:7][C:8]1[CH:13]=[CH:12][CH:11]=[CH:10][CH:9]=1)=[O:6].C([O-])([O-])=O.[K+].[K+].[CH:28]1[CH:33]=[CH:32][C:31]([CH2:34]Br)=[CH:30][CH:29]=1, predict the reaction product. The product is: [CH2:34]([O:20][C:14]1[C:15]([N+:17]([O-:19])=[O:18])=[CH:16][C:2]([F:1])=[C:3]([CH3:21])[C:4]=1[C:5]([O:7][C:8]1[CH:13]=[CH:12][CH:11]=[CH:10][CH:9]=1)=[O:6])[C:31]1[CH:32]=[CH:33][CH:28]=[CH:29][CH:30]=1.